From a dataset of Forward reaction prediction with 1.9M reactions from USPTO patents (1976-2016). Predict the product of the given reaction. (1) Given the reactants [CH3:1][O:2][C:3]1[CH:8]=[C:7]([CH3:9])[CH:6]=[CH:5][C:4]=1[C:10]([CH3:21])([CH3:20])[CH2:11][C:12]([OH:19])([C:15]([F:18])([F:17])[F:16])[CH:13]=O.[NH2:22][C:23]1[CH:32]=[CH:31][CH:30]=[C:29]2[C:24]=1[CH:25]=[N:26][N:27]([CH3:34])[C:28]2=[O:33], predict the reaction product. The product is: [CH3:1][O:2][C:3]1[CH:8]=[C:7]([CH3:9])[CH:6]=[C:5]2[C:4]=1[C:10]([CH3:20])([CH3:21])[CH2:11][C:12]([OH:19])([C:15]([F:18])([F:16])[F:17])[CH:13]2[NH:22][C:23]1[CH:32]=[CH:31][CH:30]=[C:29]2[C:24]=1[CH:25]=[N:26][N:27]([CH3:34])[C:28]2=[O:33]. (2) The product is: [Cl:28][CH2:24][CH2:25][CH2:26][CH2:27][N:13]1[CH:14]=[C:9]([C:7]2[CH:6]=[CH:5][CH:4]=[C:3]([CH3:2])[N:8]=2)[C:10](=[O:16])[NH:11][C:12]1=[O:15]. Given the reactants Cl.[CH3:2][C:3]1[N:8]=[C:7]([C:9]2[C:10](=[O:16])[NH:11][C:12](=[O:15])[NH:13][CH:14]=2)[CH:6]=[CH:5][CH:4]=1.C([O-])([O-])=O.[K+].[K+].Br[CH:24]([Cl:28])[CH2:25][CH2:26][CH3:27].CC1N=C(C2C(=O)NC(=O)NC=2)C=CC=1, predict the reaction product. (3) Given the reactants [Br:1][C:2]1[CH:3]=[CH:4][C:5]([C:8]([OH:10])=O)=[N:6][CH:7]=1.CCN(C(C)C)C(C)C.CN(C(ON1N=NC2C=CC=CC1=2)=[N+](C)C)C.[B-](F)(F)(F)F.[C:42]([NH2:46])([CH3:45])([CH3:44])[CH3:43], predict the reaction product. The product is: [C:42]([NH:46][C:8]([C:5]1[CH:4]=[CH:3][C:2]([Br:1])=[CH:7][N:6]=1)=[O:10])([CH3:45])([CH3:44])[CH3:43].